Dataset: Full USPTO retrosynthesis dataset with 1.9M reactions from patents (1976-2016). Task: Predict the reactants needed to synthesize the given product. (1) Given the product [Cl:36][C:37]1[CH:42]=[CH:41][CH:40]=[CH:39][C:38]=1[O:43][C:2]1[N:12]=[C:11]([NH:13][C:14]2[CH:19]=[CH:18][C:17]([CH:20]3[CH2:21][CH2:22][NH:23][CH2:24][CH2:25]3)=[CH:16][C:15]=2[O:33][CH2:34][CH3:35])[C:5]2[C:6](=[O:10])[NH:7][N:8]=[CH:9][C:4]=2[CH:3]=1, predict the reactants needed to synthesize it. The reactants are: Cl[C:2]1[N:12]=[C:11]([NH:13][C:14]2[CH:19]=[CH:18][C:17]([CH:20]3[CH2:25][CH2:24][N:23](C(OC(C)(C)C)=O)[CH2:22][CH2:21]3)=[CH:16][C:15]=2[O:33][CH2:34][CH3:35])[C:5]2[C:6](=[O:10])[NH:7][N:8]=[CH:9][C:4]=2[CH:3]=1.[Cl:36][C:37]1[CH:42]=[CH:41][CH:40]=[CH:39][C:38]=1[OH:43].CN(C)CC(O)=O.C(=O)([O-])[O-].[Cs+].[Cs+]. (2) Given the product [Br:34][C:2]1[C:10]2[C:5](=[N:6][C:7]([C:17]3[CH:22]=[CH:21][C:20]([F:23])=[CH:19][CH:18]=3)=[C:8]([C:11]3[CH:16]=[CH:15][N:14]=[CH:13][CH:12]=3)[CH:9]=2)[NH:4][N:3]=1, predict the reactants needed to synthesize it. The reactants are: N[C:2]1[C:10]2[C:5](=[N:6][C:7]([C:17]3[CH:22]=[CH:21][C:20]([F:23])=[CH:19][CH:18]=3)=[C:8]([C:11]3[CH:16]=[CH:15][N:14]=[CH:13][CH:12]=3)[CH:9]=2)[NH:4][N:3]=1.N([O-])=O.[Na+].C(=O)(O)[O-].[Na+].N.[BrH:34].